Dataset: Full USPTO retrosynthesis dataset with 1.9M reactions from patents (1976-2016). Task: Predict the reactants needed to synthesize the given product. (1) Given the product [F:1][C:2]1[CH:9]=[C:8]([C:10]([F:13])([F:12])[F:11])[CH:7]=[CH:6][C:3]=1[CH:4]([C:40]1[C:39]2[C:43](=[C:35]([CH2:34][S:33][CH3:32])[CH:36]=[CH:37][CH:38]=2)[NH:42][CH:41]=1)[CH2:19][C:20]([O:22][CH2:15][CH3:23])=[O:21], predict the reactants needed to synthesize it. The reactants are: [F:1][C:2]1[CH:9]=[C:8]([C:10]([F:13])([F:12])[F:11])[CH:7]=[CH:6][C:3]=1[CH:4]=O.C[C:15]1([CH3:23])[O:22][C:20](=[O:21])[CH2:19]C(=O)O1.N1CCCC1C(O)=O.[CH3:32][S:33][CH2:34][C:35]1[CH:36]=[CH:37][CH:38]=[C:39]2[C:43]=1[NH:42][CH:41]=[CH:40]2. (2) Given the product [OH:31][C:29]1[C:28]2[C:23](=[C:24]([OH:36])[CH:25]=[C:26]([CH2:32][CH2:33][CH2:34][OH:35])[CH:27]=2)[N:22]=[C:21]([C:19]([OH:20])=[O:18])[CH:30]=1, predict the reactants needed to synthesize it. The reactants are: COC(C1C=C(O)C2C(=C(N)C=CC=2)N=1)=O.C[O:18][C:19]([C:21]1[CH:30]=[C:29]([OH:31])[C:28]2[C:23](=[C:24]([OH:36])[CH:25]=[C:26]([CH2:32][CH2:33][CH2:34][OH:35])[CH:27]=2)[N:22]=1)=[O:20]. (3) Given the product [NH2:23][C:19]1([C:16]2[CH:15]=[CH:14][C:13]([C:10]3[C:9]([C:31]4[CH:36]=[CH:35][CH:34]=[CH:33][CH:32]=4)=[CH:8][C:7]4[CH:6]=[CH:5][N:4]5[C:42](=[O:43])[NH:2][N:1]=[C:3]5[C:12]=4[N:11]=3)=[CH:18][CH:17]=2)[CH2:22][CH2:21][CH2:20]1, predict the reactants needed to synthesize it. The reactants are: [NH:1]([C:3]1[N:4]=[CH:5][CH:6]=[C:7]2[C:12]=1[N:11]=[C:10]([C:13]1[CH:18]=[CH:17][C:16]([C:19]3([NH:23]C(=O)OC(C)(C)C)[CH2:22][CH2:21][CH2:20]3)=[CH:15][CH:14]=1)[C:9]([C:31]1[CH:36]=[CH:35][CH:34]=[CH:33][CH:32]=1)=[CH:8]2)[NH2:2].C1N=CN([C:42](N2C=NC=C2)=[O:43])C=1. (4) Given the product [F:1][C:2]1[CH:3]=[C:4]2[C:8](=[C:9]([N+:11]([O-:13])=[O:12])[CH:10]=1)[NH:7][CH:6]=[C:5]2[CH:14]([C:19]1[CH:24]=[CH:23][C:22]([C:25]([F:27])([F:26])[F:28])=[CH:21][CH:20]=1)[CH2:15][CH2:16][OH:17], predict the reactants needed to synthesize it. The reactants are: [F:1][C:2]1[CH:3]=[C:4]2[C:8](=[C:9]([N+:11]([O-:13])=[O:12])[CH:10]=1)[NH:7][CH:6]=[C:5]2[CH:14]([C:19]1[CH:24]=[CH:23][C:22]([C:25]([F:28])([F:27])[F:26])=[CH:21][CH:20]=1)[CH2:15][C:16](O)=[O:17].[BH4-].[Li+].O. (5) Given the product [Br:1][C:2]1[CH:3]=[C:4]([C:16]2[CH:21]=[CH:20][CH:19]=[CH:18][N:17]=2)[C:5]([NH:9][C:10](=[O:15])[C:11]([CH3:12])([CH3:13])[CH3:14])=[C:6]([N+:22]([O-:24])=[O:23])[C:7]=1[F:8], predict the reactants needed to synthesize it. The reactants are: [Br:1][C:2]1[C:7]([F:8])=[CH:6][C:5]([NH:9][C:10](=[O:15])[C:11]([CH3:14])([CH3:13])[CH3:12])=[C:4]([C:16]2[CH:21]=[CH:20][CH:19]=[CH:18][N:17]=2)[CH:3]=1.[N+:22]([O-])([OH:24])=[O:23].